Regression. Given two drug SMILES strings and cell line genomic features, predict the synergy score measuring deviation from expected non-interaction effect. From a dataset of NCI-60 drug combinations with 297,098 pairs across 59 cell lines. (1) Drug 1: C1CCC(C1)C(CC#N)N2C=C(C=N2)C3=C4C=CNC4=NC=N3. Drug 2: C1=NNC2=C1C(=O)NC=N2. Cell line: IGROV1. Synergy scores: CSS=12.2, Synergy_ZIP=-4.20, Synergy_Bliss=2.01, Synergy_Loewe=-1.22, Synergy_HSA=1.91. (2) Drug 1: C1=NC(=NC(=O)N1C2C(C(C(O2)CO)O)O)N. Drug 2: CC1CCC2CC(C(=CC=CC=CC(CC(C(=O)C(C(C(=CC(C(=O)CC(OC(=O)C3CCCCN3C(=O)C(=O)C1(O2)O)C(C)CC4CCC(C(C4)OC)OCCO)C)C)O)OC)C)C)C)OC. Cell line: IGROV1. Synergy scores: CSS=-1.49, Synergy_ZIP=-3.65, Synergy_Bliss=-4.16, Synergy_Loewe=-24.8, Synergy_HSA=-5.69. (3) Drug 1: CN(C)N=NC1=C(NC=N1)C(=O)N. Drug 2: C1C(C(OC1N2C=NC3=C2NC=NCC3O)CO)O. Cell line: SF-268. Synergy scores: CSS=0.326, Synergy_ZIP=2.14, Synergy_Bliss=3.57, Synergy_Loewe=-0.582, Synergy_HSA=-1.90.